This data is from Merck oncology drug combination screen with 23,052 pairs across 39 cell lines. The task is: Regression. Given two drug SMILES strings and cell line genomic features, predict the synergy score measuring deviation from expected non-interaction effect. (1) Drug 1: NC(=O)c1cccc2cn(-c3ccc(C4CCCNC4)cc3)nc12. Drug 2: Cn1cc(-c2cnn3c(N)c(Br)c(C4CCCNC4)nc23)cn1. Cell line: NCIH23. Synergy scores: synergy=-1.49. (2) Drug 1: CN(C)C(=N)N=C(N)N. Drug 2: C#Cc1cccc(Nc2ncnc3cc(OCCOC)c(OCCOC)cc23)c1. Cell line: COLO320DM. Synergy scores: synergy=-2.22. (3) Cell line: OV90. Drug 2: COC1CC2CCC(C)C(O)(O2)C(=O)C(=O)N2CCCCC2C(=O)OC(C(C)CC2CCC(OP(C)(C)=O)C(OC)C2)CC(=O)C(C)C=C(C)C(O)C(OC)C(=O)C(C)CC(C)C=CC=CC=C1C. Drug 1: CC1(c2nc3c(C(N)=O)cccc3[nH]2)CCCN1. Synergy scores: synergy=-0.760. (4) Drug 1: CN(C)C(=N)N=C(N)N. Drug 2: O=C(O)C1(Cc2cccc(Nc3nccs3)n2)CCC(Oc2cccc(Cl)c2F)CC1. Cell line: NCIH23. Synergy scores: synergy=8.13. (5) Drug 1: CN(C)C(=N)N=C(N)N. Drug 2: CC(C)CC(NC(=O)C(Cc1ccccc1)NC(=O)c1cnccn1)B(O)O. Cell line: A2780. Synergy scores: synergy=-16.4. (6) Drug 2: Cn1c(=O)n(-c2ccc(C(C)(C)C#N)cc2)c2c3cc(-c4cnc5ccccc5c4)ccc3ncc21. Cell line: A2780. Drug 1: N.N.O=C(O)C1(C(=O)O)CCC1.[Pt]. Synergy scores: synergy=22.4. (7) Drug 1: C#Cc1cccc(Nc2ncnc3cc(OCCOC)c(OCCOC)cc23)c1. Drug 2: CC(C)CC(NC(=O)C(Cc1ccccc1)NC(=O)c1cnccn1)B(O)O. Cell line: EFM192B. Synergy scores: synergy=-1.66. (8) Drug 1: O=S1(=O)NC2(CN1CC(F)(F)F)C1CCC2Cc2cc(C=CCN3CCC(C(F)(F)F)CC3)ccc2C1. Drug 2: N.N.O=C(O)C1(C(=O)O)CCC1.[Pt]. Cell line: SKMES1. Synergy scores: synergy=-3.22.